Dataset: Reaction yield outcomes from USPTO patents with 853,638 reactions. Task: Predict the reaction yield, written as a fraction of the theoretical maximum amount of product (1.0 means a 100% yield; for example, 0.34 means a 34% yield). (1) The reactants are [F:1][C:2]1[CH:7]=[C:6]([F:8])[CH:5]=[CH:4][C:3]=1[C:9]1[CH:14]=[CH:13][C:12]([S:15]([NH:18][CH:19]2[CH2:24][CH2:23][CH:22]([NH:25][C:26](=O)[C:27]([F:30])([F:29])[F:28])[CH2:21][CH2:20]2)(=[O:17])=[O:16])=[CH:11][CH:10]=1.B.C1COCC1.[NH4+].[Cl-].O. The catalyst is C1COCC1. The product is [F:1][C:2]1[CH:7]=[C:6]([F:8])[CH:5]=[CH:4][C:3]=1[C:9]1[CH:14]=[CH:13][C:12]([S:15]([NH:18][C@H:19]2[CH2:20][CH2:21][C@@H:22]([NH:25][CH2:26][C:27]([F:29])([F:30])[F:28])[CH2:23][CH2:24]2)(=[O:16])=[O:17])=[CH:11][CH:10]=1. The yield is 0.790. (2) The reactants are O.ON1C2C=CC=CC=2N=N1.Cl.[CH3:13][O:14][C:15](=[O:18])[CH2:16][NH2:17].CN1CCOCC1.Cl.C(C(NCCCN(C)C)=N)C.[C:38]([C:41]1[N:42]=[C:43]([CH:46]2[CH2:54][C:53]3[C:48](=[CH:49][CH:50]=[CH:51][CH:52]=3)[N:47]2[C:55]([O:57][C:58]([CH3:61])([CH3:60])[CH3:59])=[O:56])[NH:44][CH:45]=1)(O)=[O:39]. The catalyst is C(Cl)Cl. The product is [CH3:13][O:14][C:15](=[O:18])[CH2:16][NH:17][C:38]([C:41]1[N:42]=[C:43]([CH:46]2[CH2:54][C:53]3[C:48](=[CH:49][CH:50]=[CH:51][CH:52]=3)[N:47]2[C:55]([O:57][C:58]([CH3:61])([CH3:60])[CH3:59])=[O:56])[NH:44][CH:45]=1)=[O:39]. The yield is 0.690. (3) The reactants are [C:1]([O:5][C:6]([N:8]1[CH2:17][CH2:16][C:15]2[C:10](=[CH:11][CH:12]=[C:13]([C:18](=[O:33])[NH:19][C:20]3[NH:24][C:23]4[CH:25]=[CH:26][CH:27]=[C:28]([C:29]([O:31]C)=[O:30])[C:22]=4[N:21]=3)[CH:14]=2)[CH2:9]1)=[O:7])([CH3:4])([CH3:3])[CH3:2].[Li+].[OH-].C1COCC1. The yield is 0.720. The product is [C:1]([O:5][C:6]([N:8]1[CH2:17][CH2:16][C:15]2[C:10](=[CH:11][CH:12]=[C:13]([C:18](=[O:33])[NH:19][C:20]3[NH:24][C:23]4[CH:25]=[CH:26][CH:27]=[C:28]([C:29]([OH:31])=[O:30])[C:22]=4[N:21]=3)[CH:14]=2)[CH2:9]1)=[O:7])([CH3:4])([CH3:2])[CH3:3]. The catalyst is CO. (4) The reactants are [CH3:1][O:2][CH2:3][C@@H:4]1[CH2:8][N:7]([C:9]([O:11][C:12]([CH3:15])([CH3:14])[CH3:13])=[O:10])[C@H:6]([C:16]2[NH:20][C:19]3[C:21]4[C:26]([CH:27]=[CH:28][C:18]=3[N:17]=2)=[CH:25][C:24]2[C:29]3[C:34]([CH2:35][O:36][C:23]=2[CH:22]=4)=[CH:33][C:32](B2OC(C)(C)C(C)(C)O2)=[CH:31][CH:30]=3)[CH2:5]1.Br[C:47]1[NH:51][C:50]([C@@H:52]2[CH2:56][C@H:55]([CH3:57])[CH2:54][N:53]2[C:58](=[O:69])[C@@H:59]([NH:64][C:65](=[O:68])[O:66][CH3:67])[C@@H:60]([CH3:63])[CH2:61][CH3:62])=[N:49][CH:48]=1.C([O-])([O-])=O.[K+].[K+]. The catalyst is CS(C)=O.C1C=CC([P]([Pd]([P](C2C=CC=CC=2)(C2C=CC=CC=2)C2C=CC=CC=2)([P](C2C=CC=CC=2)(C2C=CC=CC=2)C2C=CC=CC=2)[P](C2C=CC=CC=2)(C2C=CC=CC=2)C2C=CC=CC=2)(C2C=CC=CC=2)C2C=CC=CC=2)=CC=1.C1C=CC(P(C2C=CC=CC=2)[C-]2C=CC=C2)=CC=1.C1C=CC(P(C2C=CC=CC=2)[C-]2C=CC=C2)=CC=1.Cl[Pd]Cl.[Fe+2]. The product is [CH3:67][O:66][C:65]([NH:64][C@H:59]([C:58]([N:53]1[CH2:54][C@@H:55]([CH3:57])[CH2:56][C@H:52]1[C:50]1[NH:51][C:47]([C:32]2[CH:33]=[C:34]3[CH2:35][O:36][C:23]4[CH:22]=[C:21]5[C:26]([CH:27]=[CH:28][C:18]6[N:17]=[C:16]([C@@H:6]7[CH2:5][C@H:4]([CH2:3][O:2][CH3:1])[CH2:8][N:7]7[C:9]([O:11][C:12]([CH3:14])([CH3:15])[CH3:13])=[O:10])[NH:20][C:19]=65)=[CH:25][C:24]=4[C:29]3=[CH:30][CH:31]=2)=[CH:48][N:49]=1)=[O:69])[C@@H:60]([CH2:61][CH3:62])[CH3:63])=[O:68]. The yield is 0.620.